This data is from Full USPTO retrosynthesis dataset with 1.9M reactions from patents (1976-2016). The task is: Predict the reactants needed to synthesize the given product. (1) Given the product [Cl:26][C:9]1[CH:10]=[CH:2][NH:1][C:27](=[O:28])[C:23]=1[C:22]1[NH:1][C:2]2[C:10]([N:11]=1)=[CH:9][C:8]1[C:7](=[O:14])[N:6]([CH:15]([CH3:20])[CH2:16][N:17]([CH3:19])[CH3:18])[C:5](=[O:21])[C:4]=1[CH:3]=2, predict the reactants needed to synthesize it. The reactants are: [NH2:1][C:2]1[CH:3]=[C:4]2[C:8](=[CH:9][C:10]=1[N+:11]([O-])=O)[C:7](=[O:14])[N:6]([CH:15]([CH3:20])[CH2:16][N:17]([CH3:19])[CH3:18])[C:5]2=[O:21].[CH3:22][C:23](O)=O.[ClH:26].[CH3:27][OH:28]. (2) Given the product [Cl:1][C:2]1[CH:7]=[CH:6][C:5]([C:8]([F:11])([F:10])[F:9])=[CH:4][C:3]=1[N:12]([CH2:13][C:14]([NH:16][CH2:17][C:18]1[CH:23]=[CH:22][N:21]=[CH:20][CH:19]=1)=[O:15])[S:42]([C:39]1[CH:40]=[CH:41][C:36]([C:35]([F:47])([F:46])[F:34])=[CH:37][CH:38]=1)(=[O:44])=[O:43], predict the reactants needed to synthesize it. The reactants are: [Cl:1][C:2]1[CH:7]=[CH:6][C:5]([C:8]([F:11])([F:10])[F:9])=[CH:4][C:3]=1[N:12](S(C1C=CC(C)=CC=1)(=O)=O)[CH2:13][C:14]([NH:16][CH2:17][C:18]1[CH:23]=[CH:22][N:21]=[CH:20][CH:19]=1)=[O:15].[F:34][C:35]([F:47])([F:46])[C:36]1[CH:41]=[CH:40][C:39]([S:42](Cl)(=[O:44])=[O:43])=[CH:38][CH:37]=1.CC1C=CC(S(Cl)(=O)=O)=CC=1. (3) Given the product [Cl:1][C:2]1[CH:30]=[CH:29][C:5]([CH2:6][NH:7][C:8]([C:10]2[C:19](=[O:20])[C:18]3[C:13]4=[C:14]([CH:34]=[C:33]([CH2:32][CH2:31][OH:35])[N:12]4[CH:11]=2)[CH:15]=[C:16]([CH2:21][CH:22]2[CH2:27][CH2:26][O:25][CH2:24][CH2:23]2)[CH:17]=3)=[O:9])=[CH:4][CH:3]=1, predict the reactants needed to synthesize it. The reactants are: [Cl:1][C:2]1[CH:30]=[CH:29][C:5]([CH2:6][NH:7][C:8]([C:10]2[CH:11]=[N:12][C:13]3[C:18]([C:19]=2[OH:20])=[CH:17][C:16]([CH2:21][CH:22]2[CH2:27][CH2:26][O:25][CH2:24][CH2:23]2)=[CH:15][C:14]=3I)=[O:9])=[CH:4][CH:3]=1.[CH2:31]([OH:35])[CH2:32][C:33]#[CH:34].